From a dataset of Forward reaction prediction with 1.9M reactions from USPTO patents (1976-2016). Predict the product of the given reaction. (1) The product is: [F:1][C:2]1[CH:3]=[CH:4][C:5]([CH:6]2[CH:26]([C:22]3[N:21]([CH3:20])[CH:25]=[N:24][N:23]=3)[C:29](=[O:28])[C:30]3[C:13]([C:12]([O:11][CH2:10][CH3:9])=[O:17])=[CH:14][CH:15]=[CH:16][C:8]=3[NH:7]2)=[CH:18][CH:19]=1. Given the reactants [F:1][C:2]1[CH:19]=[CH:18][C:5](/[CH:6]=[N:7]/[C:8]2[CH:16]=[CH:15][CH:14]=[C:13]3[C:9]=2[CH2:10][O:11][C:12]3=[O:17])=[CH:4][CH:3]=1.[CH3:20][N:21]1[CH:25]=[N:24][N:23]=[C:22]1[CH:26]=O.[O-:28][CH2:29][CH3:30].[Na+].C(O)C, predict the reaction product. (2) Given the reactants [NH2:1][CH2:2][C@H:3]1[C@@H:8]([CH3:9])[CH2:7][CH2:6][CH2:5][N:4]1[C:10]([C:12]1[N:13]=[C:14]([CH3:24])[S:15][C:16]=1[C:17]1[CH:22]=[CH:21][C:20]([F:23])=[CH:19][CH:18]=1)=[O:11].[Cl:25][C:26]1[N:31]=[C:30](Cl)[CH:29]=[CH:28][N:27]=1.C([O-])([O-])=O.[K+].[K+], predict the reaction product. The product is: [Cl:25][C:26]1[N:31]=[C:30]([NH:1][CH2:2][C@H:3]2[C@@H:8]([CH3:9])[CH2:7][CH2:6][CH2:5][N:4]2[C:10]([C:12]2[N:13]=[C:14]([CH3:24])[S:15][C:16]=2[C:17]2[CH:18]=[CH:19][C:20]([F:23])=[CH:21][CH:22]=2)=[O:11])[CH:29]=[CH:28][N:27]=1. (3) Given the reactants Cl[C:2]1[N:7]=[N:6][C:5]([O:8][CH3:9])=[C:4]([C:10](=[O:12])[CH3:11])[CH:3]=1.[CH3:13][C:14]1[CH:19]=[C:18](B2OC(C)(C)C(C)(C)O2)[CH:17]=[C:16]([CH3:29])[C:15]=1[OH:30].C(=O)([O-])[O-].[Na+].[Na+], predict the reaction product. The product is: [OH:30][C:15]1[C:16]([CH3:29])=[CH:17][C:18]([C:2]2[N:7]=[N:6][C:5]([O:8][CH3:9])=[C:4]([C:10](=[O:12])[CH3:11])[CH:3]=2)=[CH:19][C:14]=1[CH3:13]. (4) Given the reactants ClC1N=C(NCC)N=C(NCC#C)N=1.Cl.CONC.[CH3:20][O:21][N:22]([CH3:37])[C:23]1[N:28]=[C:27]([NH:29][CH2:30][CH2:31]C)[N:26]=[C:25]([NH:33][CH2:34][C:35]#[CH:36])[N:24]=1, predict the reaction product. The product is: [CH2:30]([NH:29][C:27]1[N:26]=[C:25]([NH:33][CH2:34][C:35]#[CH:36])[N:24]=[C:23]([N:22]([CH3:37])[O:21][CH3:20])[N:28]=1)[CH3:31]. (5) Given the reactants [H-].[Na+].[C:3]([N:7]1[C:11]2=[N:12][CH:13]=[N:14]C(N)=[C:10]2[C:9]([C:17]2[CH:22]=[CH:21][C:20]([F:23])=[CH:19][CH:18]=2)=[N:8]1)([CH3:6])([CH3:5])[CH3:4].CI.O.[CH3:27][N:28]([CH3:31])[CH:29]=O, predict the reaction product. The product is: [C:3]([N:7]1[C:11]2=[N:12][CH:13]=[N:14][C:29]([N:28]([CH3:31])[CH3:27])=[C:10]2[C:9]([C:17]2[CH:18]=[CH:19][C:20]([F:23])=[CH:21][CH:22]=2)=[N:8]1)([CH3:6])([CH3:4])[CH3:5]. (6) Given the reactants [CH2:1]([O:3][C:4]1[CH:5]=[C:6]([N:13]2[CH2:18][CH2:17][NH:16][CH2:15][CH2:14]2)[CH:7]=[CH:8][C:9]=1[N+:10]([O-:12])=[O:11])[CH3:2].C([N:26]1[CH2:31][CH2:30][C:29](=O)[CH2:28][CH2:27]1)(OC(C)(C)C)=O.CC(O)=O.C(O[BH-](OC(=O)C)OC(=O)C)(=O)C.[Na+], predict the reaction product. The product is: [CH2:1]([O:3][C:4]1[CH:5]=[C:6]([N:13]2[CH2:14][CH2:15][N:16]([CH:29]3[CH2:30][CH2:31][NH:26][CH2:27][CH2:28]3)[CH2:17][CH2:18]2)[CH:7]=[CH:8][C:9]=1[N+:10]([O-:12])=[O:11])[CH3:2].